From a dataset of Forward reaction prediction with 1.9M reactions from USPTO patents (1976-2016). Predict the product of the given reaction. (1) Given the reactants [F:1][C:2]1[CH:3]=[C:4]2[C:8](=[CH:9][CH:10]=1)[NH:7][C:6]([C:11]([O:13][CH2:14][CH3:15])=[O:12])=[CH:5]2.[CH3:16][C:17]1[CH:18]=[CH:19][C:20]([O:23][CH2:24][CH2:25]O)=[N:21][CH:22]=1, predict the reaction product. The product is: [F:1][C:2]1[CH:3]=[C:4]2[C:8](=[CH:9][CH:10]=1)[N:7]([CH2:25][CH2:24][O:23][C:20]1[CH:19]=[CH:18][C:17]([CH3:16])=[CH:22][N:21]=1)[C:6]([C:11]([O:13][CH2:14][CH3:15])=[O:12])=[CH:5]2. (2) Given the reactants Br[CH2:2][CH2:3][O:4][C:5]1[CH:34]=[CH:33][C:8]([C:9]([N:11]2[CH2:24][C:23]([CH3:26])([CH3:25])[C:22]3[C:21]4[CH:20]=[CH:19][CH:18]=[CH:17][C:16]=4[NH:15][C:14]=3[C:13]([C:27]([O:29][CH:30]([CH3:32])[CH3:31])=[O:28])=[CH:12]2)=[O:10])=[CH:7][CH:6]=1.[CH3:35][N:36]1[CH2:41][CH2:40][NH:39][CH2:38][CH2:37]1.C(N(CC)CC)C.CO, predict the reaction product. The product is: [CH3:25][C:23]1([CH3:26])[C:22]2[C:21]3[CH:20]=[CH:19][CH:18]=[CH:17][C:16]=3[NH:15][C:14]=2[C:13]([C:27]([O:29][CH:30]([CH3:32])[CH3:31])=[O:28])=[CH:12][N:11]([C:9](=[O:10])[C:8]2[CH:33]=[CH:34][C:5]([O:4][CH2:3][CH2:2][N:39]3[CH2:40][CH2:41][N:36]([CH3:35])[CH2:37][CH2:38]3)=[CH:6][CH:7]=2)[CH2:24]1. (3) Given the reactants [C:1](=[O:19])([O:7][C:8]1[CH:13]=[CH:12][C:11]([C:14]([CH3:17])([CH3:16])[CH3:15])=[C:10]([OH:18])[CH:9]=1)[O:2][C:3]([CH3:6])([CH3:5])[CH3:4].[CH2:20](O)[CH2:21][CH2:22][CH3:23].C1(P(C2C=CC=CC=2)C2C=CC=CC=2)C=CC=CC=1.N(C(OCC)=O)=NC(OCC)=O, predict the reaction product. The product is: [C:1](=[O:19])([O:2][C:3]([CH3:6])([CH3:5])[CH3:4])[O:7][C:8]1[CH:13]=[CH:12][C:11]([C:14]([CH3:17])([CH3:16])[CH3:15])=[C:10]([O:18][CH2:20][CH2:21][CH2:22][CH3:23])[CH:9]=1. (4) Given the reactants CC1(C)C(C)(C)OB([C:9]2[CH:10]=[C:11]([C@H:15]([NH:17]C(=O)OC(C)(C)C)[CH3:16])[CH:12]=[CH:13][CH:14]=2)O1.Cl[C:27]1[CH:32]=[CH:31][N:30]=[C:29]([CH2:33][O:34][C:35]2[CH:40]=[CH:39][CH:38]=[CH:37][C:36]=2[CH2:41][C:42]([O:44]C)=[O:43])[CH:28]=1.[O-]P([O-])([O-])=O.[K+].[K+].[K+].[OH-].[Na+], predict the reaction product. The product is: [NH2:17][C@@H:15]([C:11]1[CH:10]=[C:9]([C:27]2[CH:32]=[CH:31][N:30]=[C:29]([CH2:33][O:34][C:35]3[CH:40]=[CH:39][CH:38]=[CH:37][C:36]=3[CH2:41][C:42]([OH:44])=[O:43])[CH:28]=2)[CH:14]=[CH:13][CH:12]=1)[CH3:16].